This data is from Reaction yield outcomes from USPTO patents with 853,638 reactions. The task is: Predict the reaction yield, written as a fraction of the theoretical maximum amount of product (1.0 means a 100% yield; for example, 0.34 means a 34% yield). (1) The reactants are [CH2:1]([O:4][C:5]1[CH:14]=[CH:13][C:8]2[N:9]=[C:10]([NH2:12])[S:11][C:7]=2[CH:6]=1)[C:2]#[CH:3].[CH3:15][O:16][C:17]1[CH:33]=[CH:32][C:20]([C:21]([C:23]2[CH:31]=[CH:30][C:26]([C:27](O)=[O:28])=[CH:25][CH:24]=2)=[O:22])=[CH:19][CH:18]=1.CN(C(ON1N=NC2C=CC=CC1=2)=[N+](C)C)C.[B-](F)(F)(F)F.C(N(CC)CC)C. The catalyst is CN(C1C=CN=CC=1)C.CN(C=O)C. The yield is 0.250. The product is [CH3:15][O:16][C:17]1[CH:33]=[CH:32][C:20]([C:21]([C:23]2[CH:31]=[CH:30][C:26]([C:27]([NH:12][C:10]3[S:11][C:7]4[CH:6]=[C:5]([O:4][CH2:1][C:2]#[CH:3])[CH:14]=[CH:13][C:8]=4[N:9]=3)=[O:28])=[CH:25][CH:24]=2)=[O:22])=[CH:19][CH:18]=1. (2) The reactants are Cl.[CH3:2][O:3][C:4]1[C:9]2[N:10]=[C:11]([C:13]3[NH:14][C:15]4[CH2:20][CH2:19][NH:18][CH2:17][C:16]=4[N:21]=3)[S:12][C:8]=2[C:7]([N:22]2[CH2:27][CH2:26][O:25][CH2:24][CH2:23]2)=[CH:6][CH:5]=1.C(N(C(C)C)C(C)C)C.[C:37]1([CH3:46])[C:38]([C:43](Cl)=[O:44])=[CH:39][CH:40]=[CH:41][CH:42]=1. The catalyst is O1CCCC1. The product is [CH3:2][O:3][C:4]1[C:9]2[N:10]=[C:11]([C:13]3[NH:14][C:15]4[CH2:20][CH2:19][N:18]([C:43]([C:38]5[CH:39]=[CH:40][CH:41]=[CH:42][C:37]=5[CH3:46])=[O:44])[CH2:17][C:16]=4[N:21]=3)[S:12][C:8]=2[C:7]([N:22]2[CH2:23][CH2:24][O:25][CH2:26][CH2:27]2)=[CH:6][CH:5]=1. The yield is 0.500. (3) The reactants are [Br:1][C:2]1[CH:3]=[CH:4][C:5]([OH:11])=[C:6]([C:8](=[O:10])[CH3:9])[CH:7]=1.[O:12]1[CH2:16][CH2:15][C:14](=O)[CH2:13]1.N1CCCC1.Cl. The catalyst is C1(C)C=CC=CC=1.O. The product is [Br:1][C:2]1[CH:7]=[C:6]2[C:5](=[CH:4][CH:3]=1)[O:11][C:14]1([CH2:15][CH2:16][O:12][CH2:13]1)[CH2:9][C:8]2=[O:10]. The yield is 0.300. (4) The reactants are [CH2:1]([Mg]Br)[CH3:2].[CH3:5][N:6]1[C:11](=O)[CH2:10][CH2:9][C:8]([NH:19][C:20](=[O:22])[OH:21])([C:13]2[CH:18]=[CH:17][CH:16]=[CH:15][CH:14]=2)[CH2:7]1. The catalyst is CCOCC.C1COCC1.CC(C)[O-].[Ti+4].CC(C)[O-].CC(C)[O-].CC(C)[O-]. The product is [C:8]([O:21][C:20](=[O:22])[NH:19][C:8]1([C:13]2[CH:18]=[CH:17][CH:16]=[CH:15][CH:14]=2)[CH2:9][CH2:10][C:11]2([CH2:2][CH2:1]2)[N:6]([CH3:5])[CH2:7]1)([CH3:13])([CH3:9])[CH3:7]. The yield is 0.110.